Predict which catalyst facilitates the given reaction. From a dataset of Catalyst prediction with 721,799 reactions and 888 catalyst types from USPTO. (1) Reactant: [Cl:1][C:2]1[CH:7]=[CH:6][C:5]([C:8]2[CH:13]=[CH:12][N:11]3[C:14](=[O:31])[N:15]([CH2:17][C:18]4[C:19]([C:28]([OH:30])=O)=[N:20][C:21]([C:24]([F:27])([F:26])[F:25])=[CH:22][CH:23]=4)[N:16]=[C:10]3[C:9]=2[C:32]2[CH:37]=[CH:36][N:35]=[CH:34][CH:33]=2)=[CH:4][CH:3]=1.S(Cl)([Cl:40])=O. Product: [Cl:1][C:2]1[CH:3]=[CH:4][C:5]([C:8]2[CH:13]=[CH:12][N:11]3[C:14](=[O:31])[N:15]([CH2:17][C:18]4[C:19]([C:28]([Cl:40])=[O:30])=[N:20][C:21]([C:24]([F:26])([F:27])[F:25])=[CH:22][CH:23]=4)[N:16]=[C:10]3[C:9]=2[C:32]2[CH:37]=[CH:36][N:35]=[CH:34][CH:33]=2)=[CH:6][CH:7]=1. The catalyst class is: 344. (2) Reactant: [C:1]([C:4]([NH:7][C:8](=[O:11])[O:9][CH3:10])([CH3:6])[CH3:5])([OH:3])=O.CC[N:14]([CH:18]([CH3:20])[CH3:19])[CH:15]([CH3:17])[CH3:16].[CH2:21]([NH2:26])[CH2:22][CH:23]([CH3:25])[CH3:24].[CH3:27]N(C(ON1N=NC2C=CC=CC1=2)=[N+](C)C)C.[B-](F)(F)(F)F.[ClH:49].CCOCC. Product: [ClH:49].[CH3:20][C:18]1[CH:19]=[C:10]([O:9][C:8](=[O:11])[N:7]([CH3:27])[C:4]([CH3:6])([CH3:5])[C:1]([NH:26][CH2:21][CH2:22][CH:23]([CH3:25])[CH3:24])=[O:3])[CH:17]=[C:15]([CH3:16])[N:14]=1. The catalyst class is: 121. (3) Reactant: [CH2:1]([O:8][C:9]([NH:11][CH2:12][C:13]([O:15]C)=O)=[O:10])[C:2]1[CH:7]=[CH:6][CH:5]=[CH:4][CH:3]=1.C(O[CH:22]([N:26]([CH3:28])C)[N:23](C)C)(C)(C)C. Product: [CH2:1]([O:8][C:9]([NH:11][C:12]1[C:13](=[O:15])[NH:23][C:22]([C:2]2[CH:7]=[CH:6][CH:5]=[CH:4][CH:3]=2)=[N:26][CH:28]=1)=[O:10])[C:2]1[CH:3]=[CH:4][CH:5]=[CH:6][CH:7]=1. The catalyst class is: 11. (4) Reactant: Cl.[N:2]1([CH2:8][CH2:9][CH2:10][C:11]([OH:13])=O)[CH2:7][CH2:6][CH2:5][CH2:4][CH2:3]1.[C:14](Cl)(=O)C(Cl)=O.C(OC([N:27]1[C:31]([NH2:32])=[CH:30][C:29]([C:33]2[CH:34]=[N:35][C:36]([CH3:39])=[CH:37][CH:38]=2)=[N:28]1)=O)(C)(C)C.Cl. Product: [CH3:14][CH:9]([CH2:8][N:2]1[CH2:3][CH2:4][CH2:5][CH2:6][CH2:7]1)[CH2:10][C:11]([NH:32][C:31]1[NH:27][N:28]=[C:29]([C:33]2[CH:34]=[N:35][C:36]([CH3:39])=[CH:37][CH:38]=2)[CH:30]=1)=[O:13]. The catalyst class is: 705.